This data is from Catalyst prediction with 721,799 reactions and 888 catalyst types from USPTO. The task is: Predict which catalyst facilitates the given reaction. (1) Reactant: [CH3:1][C:2]1[C:6]([C:7]2[N:8]([C:20]3[CH:25]=[CH:24][C:23]([OH:26])=[CH:22][CH:21]=3)[C:9]3[C:14]([C:15]=2[CH:16]=O)=[CH:13][C:12]([F:18])=[C:11]([F:19])[CH:10]=3)=[C:5]([CH3:27])[O:4][N:3]=1.Cl.[NH2:29][OH:30].N1C=CC=CC=1. Product: [CH3:1][C:2]1[C:6]([C:7]2[N:8]([C:20]3[CH:25]=[CH:24][C:23]([OH:26])=[CH:22][CH:21]=3)[C:9]3[C:14]([C:15]=2[CH:16]=[N:29][OH:30])=[CH:13][C:12]([F:18])=[C:11]([F:19])[CH:10]=3)=[C:5]([CH3:27])[O:4][N:3]=1. The catalyst class is: 14. (2) Reactant: [CH3:1][N:2]1[CH:10]=[C:9]2[C:4]([CH:5]=[C:6]([C:11]3[C:12]4[C:19]([C:20]([O:22]CC)=[O:21])=[CH:18][N:17]([CH2:25][O:26][CH2:27][CH2:28][Si:29]([CH3:32])([CH3:31])[CH3:30])[C:13]=4[N:14]=[CH:15][N:16]=3)[CH:7]=[CH:8]2)=[N:3]1.[Li+].[OH-].CC(O)=O. Product: [CH3:1][N:2]1[CH:10]=[C:9]2[C:4]([CH:5]=[C:6]([C:11]3[C:12]4[C:19]([C:20]([OH:22])=[O:21])=[CH:18][N:17]([CH2:25][O:26][CH2:27][CH2:28][Si:29]([CH3:32])([CH3:31])[CH3:30])[C:13]=4[N:14]=[CH:15][N:16]=3)[CH:7]=[CH:8]2)=[N:3]1. The catalyst class is: 5.